This data is from Full USPTO retrosynthesis dataset with 1.9M reactions from patents (1976-2016). The task is: Predict the reactants needed to synthesize the given product. (1) Given the product [F:21][C:19]1[CH:20]=[C:12]([N:8]2[CH2:7][C@H:6]([C:4]([NH2:1])=[O:3])[O:10][C:9]2=[O:11])[CH:13]=[C:14]2[C:18]=1[N:17]([CH:22]([CH3:23])[CH3:24])[C:16](=[O:25])[CH2:15]2, predict the reactants needed to synthesize it. The reactants are: [NH3:1].C[O:3][C:4]([C@@H:6]1[O:10][C:9](=[O:11])[N:8]([C:12]2[CH:13]=[C:14]3[C:18](=[C:19]([F:21])[CH:20]=2)[N:17]([CH:22]([CH3:24])[CH3:23])[C:16](=[O:25])[CH2:15]3)[CH2:7]1)=O. (2) The reactants are: O.NN.[CH3:4][O:5][C:6]1[CH:40]=[CH:39][C:9]([CH2:10][N:11]2[C:16]([CH3:17])=[CH:15][C:14]([O:18][CH2:19][C:20]3[CH:37]=[CH:36][CH:35]=[CH:34][C:21]=3[CH2:22][N:23]3C(=O)C4C(=CC=CC=4)C3=O)=[CH:13][C:12]2=[O:38])=[CH:8][CH:7]=1. Given the product [NH2:23][CH2:22][C:21]1[CH:34]=[CH:35][CH:36]=[CH:37][C:20]=1[CH2:19][O:18][C:14]1[CH:15]=[C:16]([CH3:17])[N:11]([CH2:10][C:9]2[CH:8]=[CH:7][C:6]([O:5][CH3:4])=[CH:40][CH:39]=2)[C:12](=[O:38])[CH:13]=1, predict the reactants needed to synthesize it. (3) Given the product [C:34]1([C:40](=[N:41][C:2]2[CH:7]=[CH:6][C:5]([C:8]3[NH:13][C:12](=[O:14])[NH:11][CH:10]([C:15]4[CH:20]=[C:19]([N+:21]([O-:23])=[O:22])[C:18]([OH:24])=[C:17]([O:25][CH2:26][CH3:27])[CH:16]=4)[C:9]=3[C:28]3[CH:33]=[CH:32][CH:31]=[CH:30][CH:29]=3)=[CH:4][CH:3]=2)[C:42]2[CH:43]=[CH:44][CH:45]=[CH:46][CH:47]=2)[CH:39]=[CH:38][CH:37]=[CH:36][CH:35]=1, predict the reactants needed to synthesize it. The reactants are: Br[C:2]1[CH:7]=[CH:6][C:5]([C:8]2[NH:13][C:12](=[O:14])[NH:11][CH:10]([C:15]3[CH:20]=[C:19]([N+:21]([O-:23])=[O:22])[C:18]([OH:24])=[C:17]([O:25][CH2:26][CH3:27])[CH:16]=3)[C:9]=2[C:28]2[CH:33]=[CH:32][CH:31]=[CH:30][CH:29]=2)=[CH:4][CH:3]=1.[C:34]1([C:40]([C:42]2[CH:47]=[CH:46][CH:45]=[CH:44][CH:43]=2)=[NH:41])[CH:39]=[CH:38][CH:37]=[CH:36][CH:35]=1.C([O-])([O-])=O.[Cs+].[Cs+].CC1(C)C2C(=C(P(C3C=CC=CC=3)C3C=CC=CC=3)C=CC=2)OC2C(P(C3C=CC=CC=3)C3C=CC=CC=3)=CC=CC1=2. (4) Given the product [Br:23][C:22]1[C:17]([N:13]2[C:12]([CH2:11][C:5]3[N:4]=[CH:3][C:2]([OH:25])=[CH:7][C:6]=3[CH2:8][CH2:9][CH3:10])=[CH:16][CH:15]=[N:14]2)=[N:18][CH:19]=[CH:20][CH:21]=1, predict the reactants needed to synthesize it. The reactants are: N[C:2]1[CH:3]=[N:4][C:5]([CH2:11][C:12]2[N:13]([C:17]3[C:22]([Br:23])=[CH:21][CH:20]=[CH:19][N:18]=3)[N:14]=[CH:15][CH:16]=2)=[C:6]([CH2:8][CH2:9][CH3:10])[CH:7]=1.N([O-])=[O:25].[Na+].[OH-].[Na+]. (5) Given the product [ClH:26].[C:1]1([S:7]([C:10]2[C:19]3[C:14](=[C:15]([N:20]4[CH2:25][CH2:24][NH:23][CH2:22][CH2:21]4)[CH:16]=[CH:17][CH:18]=3)[N:13]=[CH:12][CH:11]=2)(=[O:8])=[O:9])[CH:2]=[CH:3][CH:4]=[CH:5][CH:6]=1, predict the reactants needed to synthesize it. The reactants are: [C:1]1([S:7]([C:10]2[C:19]3[C:14](=[C:15]([N:20]4[CH2:25][CH2:24][NH:23][CH2:22][CH2:21]4)[CH:16]=[CH:17][CH:18]=3)[N:13]=[CH:12][CH:11]=2)(=[O:9])=[O:8])[CH:6]=[CH:5][CH:4]=[CH:3][CH:2]=1.[ClH:26].CCOCC. (6) Given the product [ClH:23].[CH2:9]1[C:10]2[C:15](=[CH:14][C:13]([N:17]3[CH2:21][CH2:20][CH2:19][C:18]3=[O:22])=[CH:12][CH:11]=2)[CH2:16][NH:8]1, predict the reactants needed to synthesize it. The reactants are: C(OC([N:8]1[CH2:16][C:15]2[C:10](=[CH:11][CH:12]=[C:13]([N:17]3[CH2:21][CH2:20][CH2:19][C:18]3=[O:22])[CH:14]=2)[CH2:9]1)=O)(C)(C)C.[ClH:23]. (7) Given the product [CH:1]1([CH:7]([C:19]2[CH:23]=[C:22]([C:24]3[CH:29]=[CH:28][N:27]=[CH:26][CH:25]=3)[O:21][C:20]=2[CH3:30])[O:8][C:9]2[CH:10]=[CH:11][C:12]([C:13]([OH:15])=[O:14])=[CH:17][CH:18]=2)[CH2:6][CH2:5][CH2:4][CH2:3][CH2:2]1, predict the reactants needed to synthesize it. The reactants are: [CH:1]1([CH:7]([C:19]2[CH:23]=[C:22]([C:24]3[CH:29]=[CH:28][N:27]=[CH:26][CH:25]=3)[O:21][C:20]=2[CH3:30])[O:8][C:9]2[CH:18]=[CH:17][C:12]([C:13]([O:15]C)=[O:14])=[CH:11][CH:10]=2)[CH2:6][CH2:5][CH2:4][CH2:3][CH2:2]1.[OH-].[Na+].O.Cl. (8) Given the product [Br:3][C:4]1[CH:12]=[C:11]2[C:7]([CH:8]=[C:9]([CH:13]=[O:14])[N:10]2[CH3:15])=[CH:6][CH:5]=1, predict the reactants needed to synthesize it. The reactants are: [H-].[Na+].[Br:3][C:4]1[CH:12]=[C:11]2[C:7]([CH:8]=[C:9]([CH:13]=[O:14])[NH:10]2)=[CH:6][CH:5]=1.[CH3:15]I. (9) Given the product [Cl-:1].[CH3:23][N+:22]1[CH:21]=[CH:20][N:19]([CH2:2][CH:3]2[CH2:7][CH2:6][CH2:5][N:4]2[C:8]2[CH:13]=[CH:12][C:11]([N+:14]([O-:16])=[O:15])=[CH:10][CH:9]=2)[CH:18]=1, predict the reactants needed to synthesize it. The reactants are: [Cl:1][CH2:2][CH:3]1[CH2:7][CH2:6][CH2:5][N:4]1[C:8]1[CH:13]=[CH:12][C:11]([N+:14]([O-:16])=[O:15])=[CH:10][CH:9]=1.C[C:18]1[NH:19][CH:20]=[CH:21][N:22]=1.[C:23]1(C)C=CC=CC=1.